Dataset: Forward reaction prediction with 1.9M reactions from USPTO patents (1976-2016). Task: Predict the product of the given reaction. (1) Given the reactants Cl[C:2]1[CH:3]=[CH:4][C:5](N2C=NN=N2)=[C:6]([C:8]2[CH:13]=[CH:12][N:11]([CH:14]([CH2:27][C:28]3[CH:33]=[CH:32][CH:31]=[CH:30][CH:29]=3)[C:15]([NH:17][C:18]3[CH:26]=[CH:25][C:21]([C:22]([OH:24])=[O:23])=[CH:20][CH:19]=3)=[O:16])[C:10](=[O:34])[CH:9]=2)[CH:7]=1.ClC1C=CC([N:78]2[CH:82]=[N:81]N=N2)=C(C2C=CN(C(CC3C=CC=CC=3)C(NC3C=CC(C(OC(C)(C)C)=O)=CC=3)=O)C(=O)C=2)C=1, predict the reaction product. The product is: [C:82]([C:3]1[CH:2]=[CH:7][C:6]([C:8]2[CH:13]=[CH:12][N:11]([CH:14]([CH2:27][C:28]3[CH:29]=[CH:30][CH:31]=[CH:32][CH:33]=3)[C:15]([NH:17][C:18]3[CH:19]=[CH:20][C:21]([C:22]([OH:24])=[O:23])=[CH:25][CH:26]=3)=[O:16])[C:10](=[O:34])[CH:9]=2)=[CH:5][CH:4]=1)(=[NH:78])[NH2:81]. (2) The product is: [ClH:39].[NH:1]([C:10]([O:12][CH2:13][CH2:14][C:15]1[CH:16]=[CH:17][C:18]([NH:21][C:22]([C:24]2[N:25]=[C:26]([NH:29][C:30](=[O:32])[CH3:31])[S:27][CH:28]=2)=[O:23])=[CH:19][CH:20]=1)=[O:11])[NH2:2]. Given the reactants [NH:1]([C:10]([O:12][CH2:13][CH2:14][C:15]1[CH:20]=[CH:19][C:18]([NH:21][C:22]([C:24]2[N:25]=[C:26]([NH:29][C:30](=[O:32])[CH3:31])[S:27][CH:28]=2)=[O:23])=[CH:17][CH:16]=1)=[O:11])[NH:2]C(OC(C)(C)C)=O.O1CCOCC1.[ClH:39], predict the reaction product.